From a dataset of Catalyst prediction with 721,799 reactions and 888 catalyst types from USPTO. Predict which catalyst facilitates the given reaction. (1) Reactant: [CH2:1]([N:5]([C:20]1[CH:29]=[CH:28][C:27]2[C:26]([CH3:31])([CH3:30])[CH2:25][CH2:24][C:23]([CH3:33])([CH3:32])[C:22]=2[CH:21]=1)[C:6](=[O:19])[NH:7][C:8]1[CH:18]=[CH:17][C:11]([C:12]([O:14]CC)=[O:13])=[CH:10][CH:9]=1)[CH2:2][CH2:3][CH3:4].[OH-].[Li+]. Product: [CH2:1]([N:5]([C:20]1[CH:29]=[CH:28][C:27]2[C:26]([CH3:31])([CH3:30])[CH2:25][CH2:24][C:23]([CH3:32])([CH3:33])[C:22]=2[CH:21]=1)[C:6](=[O:19])[NH:7][C:8]1[CH:18]=[CH:17][C:11]([C:12]([OH:14])=[O:13])=[CH:10][CH:9]=1)[CH2:2][CH2:3][CH3:4]. The catalyst class is: 200. (2) Reactant: C(OC([N:8](C(OC(C)(C)C)=O)[C:9]1[CH:14]=[CH:13][C:12]([CH:15]2[CH2:20][CH2:19][N:18](C(OC(C)(C)C)=O)[CH2:17][CH2:16]2)=[CH:11][C:10]=1[Cl:28])=O)(C)(C)C.FC(F)(F)C(O)=O. Product: [Cl:28][C:10]1[CH:11]=[C:12]([CH:15]2[CH2:20][CH2:19][NH:18][CH2:17][CH2:16]2)[CH:13]=[CH:14][C:9]=1[NH2:8]. The catalyst class is: 4. (3) Reactant: [I:1][CH2:2][CH2:3][CH2:4][C:5]([C:7]1[CH:12]=[CH:11][C:10]([C:13]([CH3:18])([CH3:17])[C:14]([OH:16])=[O:15])=[CH:9][CH:8]=1)=[O:6].[CH3:19]COCC. Product: [I:1][CH2:2][CH2:3][CH2:4][C:5]([C:7]1[CH:12]=[CH:11][C:10]([C:13]([CH3:18])([CH3:17])[C:14]([O:16][CH3:19])=[O:15])=[CH:9][CH:8]=1)=[O:6]. The catalyst class is: 52.